This data is from TCR-epitope binding with 47,182 pairs between 192 epitopes and 23,139 TCRs. The task is: Binary Classification. Given a T-cell receptor sequence (or CDR3 region) and an epitope sequence, predict whether binding occurs between them. (1) The epitope is LLWNGPMAV. The TCR CDR3 sequence is CATSDWSGGPGGDEQFF. Result: 1 (the TCR binds to the epitope). (2) The epitope is FTISVTTEIL. The TCR CDR3 sequence is CASSSTGSYNSPLHF. Result: 0 (the TCR does not bind to the epitope). (3) The epitope is AVFDRKSDAK. The TCR CDR3 sequence is CASSQEARGRSNTGELFF. Result: 1 (the TCR binds to the epitope). (4) The TCR CDR3 sequence is CASSSTGSRQETQYF. Result: 0 (the TCR does not bind to the epitope). The epitope is AMFWSVPTV.